Dataset: Full USPTO retrosynthesis dataset with 1.9M reactions from patents (1976-2016). Task: Predict the reactants needed to synthesize the given product. (1) Given the product [CH2:1]([NH:8][CH2:9][C@H:11]1[CH2:15][C@@H:14]([O:16][CH2:17][CH3:18])[CH2:13][NH:12]1)[C:2]1[CH:3]=[CH:4][CH:5]=[CH:6][CH:7]=1, predict the reactants needed to synthesize it. The reactants are: [CH2:1]([NH:8][C:9]([C@H:11]1[CH2:15][C@@H:14]([O:16][CH2:17][CH3:18])[CH2:13][N:12]1C(OC(C)(C)C)=O)=O)[C:2]1[CH:7]=[CH:6][CH:5]=[CH:4][CH:3]=1.C(OCC)(=O)C.C(OCC)(=O)C.Cl. (2) Given the product [N+:1]([C:4]1[CH:12]=[CH:11][CH:10]=[C:9]([N+:13]([O-:15])=[O:14])[C:5]=1[C:6]([NH:31][CH2:32][C:33]([OH:35])=[O:34])=[O:7])([O-:3])=[O:2], predict the reactants needed to synthesize it. The reactants are: [N+:1]([C:4]1[CH:12]=[CH:11][CH:10]=[C:9]([N+:13]([O-:15])=[O:14])[C:5]=1[C:6](Cl)=[O:7])([O-:3])=[O:2].[N+](C1C=CC=C([N+]([O-])=O)C=1C(O)=O)([O-])=O.[NH2:31][CH2:32][C:33]([OH:35])=[O:34].C(=O)([O-])[O-].[Na+].[Na+]. (3) Given the product [NH2:15][C:10]1[C:9]([C:25]2[S:33][C:28]3[C:29](=[O:32])[NH:30][CH2:31][C:27]=3[CH:26]=2)=[CH:14][CH:13]=[CH:12][N:11]=1, predict the reactants needed to synthesize it. The reactants are: CC1(C)C(C)(C)OB([C:9]2[C:10]([NH:15]C(=O)OC(C)(C)C)=[N:11][CH:12]=[CH:13][CH:14]=2)O1.Br[C:25]1[S:33][C:28]2[C:29](=[O:32])[NH:30][CH2:31][C:27]=2[CH:26]=1.